From a dataset of Reaction yield outcomes from USPTO patents with 853,638 reactions. Predict the reaction yield, written as a fraction of the theoretical maximum amount of product (1.0 means a 100% yield; for example, 0.34 means a 34% yield). (1) The reactants are N1C2C(=CC=C3C=2N=CC=C3)C=CC=1.[C:15]([O-])([O-])=[O:16].[Cs+].[Cs+].I[C:22]1[CH:23]=[C:24]([CH:27]=[CH:28][CH:29]=1)[C:25]#[N:26].CO. The catalyst is [Cu]I.C1(C)C=CC=CC=1. The product is [CH3:15][O:16][C:22]1[CH:23]=[C:24]([CH:27]=[CH:28][CH:29]=1)[C:25]#[N:26]. The yield is 0.840. (2) The reactants are Br[CH2:2][C:3]([C:5]1[CH:10]=[C:9]([Cl:11])[CH:8]=[CH:7][C:6]=1[OH:12])=O.[NH2:13][C:14]([NH2:16])=[S:15].C(=O)([O-])O.[Na+]. The catalyst is C(O)C. The product is [NH2:16][C:14]1[S:15][CH:2]=[C:3]([C:5]2[CH:10]=[C:9]([Cl:11])[CH:8]=[CH:7][C:6]=2[OH:12])[N:13]=1. The yield is 0.645. (3) The reactants are Br[C:2]1[CH:3]=[C:4]2[C:9](=[CH:10][CH:11]=1)[C:8](=[O:12])[NH:7][CH2:6][CH2:5]2.[Br:13]C1C=C2C(CCC2=O)=CC=1. The product is [Br:13][C:11]1[CH:10]=[C:9]2[C:4]([CH2:5][CH2:6][NH:7][C:8]2=[O:12])=[CH:3][CH:2]=1. The yield is 0.470. No catalyst specified. (4) The reactants are [CH2:1]([O:7][C:8]([NH:10][C:11]1[CH:16]=[C:15]([CH2:17][C@H:18]2[C:21](=[O:22])[N:20]([C:23](=[O:33])[NH:24][C@@H:25]([C:27]3[CH:32]=[CH:31][CH:30]=[CH:29][CH:28]=3)[CH3:26])[C@@H:19]2[C:34]([O:36]CC2C=CC=CC=2)=[O:35])[CH:14]=[CH:13][N:12]=1)=[O:9])[CH2:2][CH2:3][CH2:4][CH2:5][CH3:6]. The catalyst is CO.C(OCC)(=O)C.[Pd]. The product is [CH2:1]([O:7][C:8]([NH:10][C:11]1[CH:16]=[C:15]([CH2:17][C@H:18]2[C:21](=[O:22])[N:20]([C:23](=[O:33])[NH:24][C@@H:25]([C:27]3[CH:32]=[CH:31][CH:30]=[CH:29][CH:28]=3)[CH3:26])[C@@H:19]2[C:34]([OH:36])=[O:35])[CH:14]=[CH:13][N:12]=1)=[O:9])[CH2:2][CH2:3][CH2:4][CH2:5][CH3:6]. The yield is 0.960.